Predict the reactants needed to synthesize the given product. From a dataset of Full USPTO retrosynthesis dataset with 1.9M reactions from patents (1976-2016). (1) Given the product [F:2][C:3]1[CH:4]=[CH:5][C:6]([O:7][C:8]2[CH:9]=[C:10]([CH:18]=[CH:19][CH:20]=2)[CH:11]=[C:12]2[CH2:13][CH2:14][N:15]([C:30]([NH:29][C:25]3[CH:24]=[N:23][CH:28]=[CH:27][CH:26]=3)=[O:31])[CH2:16][CH2:17]2)=[CH:21][CH:22]=1, predict the reactants needed to synthesize it. The reactants are: Cl.[F:2][C:3]1[CH:22]=[CH:21][C:6]([O:7][C:8]2[CH:9]=[C:10]([CH:18]=[CH:19][CH:20]=2)[CH:11]=[C:12]2[CH2:17][CH2:16][NH:15][CH2:14][CH2:13]2)=[CH:5][CH:4]=1.[N:23]1[CH:28]=[CH:27][CH:26]=[C:25]([NH:29][C:30](=O)[O:31]C2C=CC=CC=2)[CH:24]=1. (2) Given the product [O:24]1[CH2:25][CH2:26][N:21]([C:15]2[CH:16]=[CH:17][C:18]3[C:19]4[N:20]=[C:8]([C:6]5[O:7][C:3]([CH2:36][N:30]6[CH2:35][CH2:34][O:33][CH2:32][CH2:31]6)=[CH:4][CH:5]=5)[CH:9]=[C:10]([C:27]([NH2:29])=[O:28])[C:11]=4[NH:12][C:13]=3[CH:14]=2)[CH2:22][CH2:23]1, predict the reactants needed to synthesize it. The reactants are: C([C:3]1[O:7][C:6]([C:8]2[CH:9]=[C:10]([C:27]([NH2:29])=[O:28])[C:11]3[NH:12][C:13]4[CH:14]=[C:15]([N:21]5[CH2:26][CH2:25][O:24][CH2:23][CH2:22]5)[CH:16]=[CH:17][C:18]=4[C:19]=3[N:20]=2)=[CH:5][CH:4]=1)=O.[NH:30]1[CH2:35][CH2:34][O:33][CH2:32][CH2:31]1.[C:36](O[BH-](OC(=O)C)OC(=O)C)(=O)C.[Na+].C(O)(C(F)(F)F)=O.N. (3) Given the product [C:16]([O:20][C:21]([N:1]1[CH2:6][CH2:5][NH:4][CH2:3][CH2:2]1)=[O:22])([CH3:19])([CH3:18])[CH3:17], predict the reactants needed to synthesize it. The reactants are: [NH:1]1[CH2:6][CH2:5][NH:4][CH2:3][CH2:2]1.C(N(C(C)C)CC)(C)C.[C:16]([O:20][C:21](O[C:21]([O:20][C:16]([CH3:19])([CH3:18])[CH3:17])=[O:22])=[O:22])([CH3:19])([CH3:18])[CH3:17]. (4) Given the product [CH2:6]1[C:5]2[CH:17]=[CH:18][C:2]([NH:1][C:19](=[O:21])[CH3:20])=[CH:3][C:4]=2[CH2:10][CH2:9][NH:8][CH2:7]1, predict the reactants needed to synthesize it. The reactants are: [NH2:1][C:2]1[CH:18]=[CH:17][C:5]2[CH2:6][CH2:7][N:8](C(=O)C(F)(F)F)[CH2:9][CH2:10][C:4]=2[CH:3]=1.[C:19](OC(=O)C)(=[O:21])[CH3:20].C(=O)([O-])[O-].[K+].[K+].ClCCl.CO. (5) The reactants are: [F:1][C:2]1[CH:7]=[CH:6][C:5]([N:8]2[C:16]([C:17]([NH:19][CH3:20])=[O:18])=[C:15]3[C:10]([CH:11]=[C:12]([N:30]([CH3:35])[S:31]([CH3:34])(=[O:33])=[O:32])[C:13](B4OC(C)(C)C(C)(C)O4)=[CH:14]3)=[N:9]2)=[CH:4][CH:3]=1.Cl[C:37]1[CH:38]=[CH:39][C:40]2[N:41]=[CH:42][N:43]3[C:51]4[CH:50]=[CH:49][CH:48]=[C:47]([F:52])[C:46]=4[CH:45]=[C:44]3[C:53]=2[N:54]=1.CC(C1C=C(C(C)C)C(C2C=CC=CC=2P(C2CCCCC2)C2CCCCC2)=C(C(C)C)C=1)C. Given the product [F:1][C:2]1[CH:7]=[CH:6][C:5]([N:8]2[C:16]([C:17]([NH:19][CH3:20])=[O:18])=[C:15]3[C:14]([CH:13]=[C:12]([N:30]([CH3:35])[S:31]([CH3:34])(=[O:33])=[O:32])[C:11]([C:37]4[CH:38]=[CH:39][C:40]5[N:41]=[CH:42][N:43]6[C:51]7[CH:50]=[CH:49][CH:48]=[C:47]([F:52])[C:46]=7[CH:45]=[C:44]6[C:53]=5[N:54]=4)=[CH:10]3)=[N:9]2)=[CH:4][CH:3]=1, predict the reactants needed to synthesize it.